From a dataset of Reaction yield outcomes from USPTO patents with 853,638 reactions. Predict the reaction yield, written as a fraction of the theoretical maximum amount of product (1.0 means a 100% yield; for example, 0.34 means a 34% yield). The reactants are CO[CH2:3][N:4]([CH2:10][C:11]1[CH:16]=[CH:15][CH:14]=[CH:13][CH:12]=1)[CH2:5][Si](C)(C)C.[F:17][C:18]1[CH:23]=[CH:22][C:21](/[CH:24]=[CH:25]/[N+:26]([O-:28])=[O:27])=[CH:20][CH:19]=1.FC(F)(F)C(O)=O. The catalyst is C(Cl)Cl. The product is [CH2:10]([N:4]1[CH2:5][CH:25]([N+:26]([O-:28])=[O:27])[CH:24]([C:21]2[CH:22]=[CH:23][C:18]([F:17])=[CH:19][CH:20]=2)[CH2:3]1)[C:11]1[CH:16]=[CH:15][CH:14]=[CH:13][CH:12]=1. The yield is 0.720.